The task is: Predict the reaction yield, written as a fraction of the theoretical maximum amount of product (1.0 means a 100% yield; for example, 0.34 means a 34% yield).. This data is from Reaction yield outcomes from USPTO patents with 853,638 reactions. (1) The reactants are [C:1]([N:20]1[CH:24]=[CH:23][N:22]=[C:21]1[CH2:25][CH2:26][CH2:27][OH:28])([C:14]1[CH:19]=[CH:18][CH:17]=[CH:16][CH:15]=1)([C:8]1[CH:13]=[CH:12][CH:11]=[CH:10][CH:9]=1)[C:2]1[CH:7]=[CH:6][CH:5]=[CH:4][CH:3]=1.CC(OI1(OC(C)=O)(OC(C)=O)OC(=O)C2C=CC=CC1=2)=O. The catalyst is C(Cl)Cl.CCOC(C)=O. The product is [C:1]([N:20]1[CH:24]=[CH:23][N:22]=[C:21]1[CH2:25][CH2:26][CH:27]=[O:28])([C:14]1[CH:15]=[CH:16][CH:17]=[CH:18][CH:19]=1)([C:8]1[CH:9]=[CH:10][CH:11]=[CH:12][CH:13]=1)[C:2]1[CH:7]=[CH:6][CH:5]=[CH:4][CH:3]=1. The yield is 0.890. (2) The reactants are C([O:3][C:4](=[O:26])[C:5]([NH:22][C:23](=[O:25])[CH3:24])([CH2:11][C:12]([C:14]1[CH:19]=[CH:18][C:17]([Cl:20])=[CH:16][C:15]=1[NH2:21])=[O:13])C(OCC)=O)C.[OH-].[Na+].C(O)(=O)C.[Na+].[Cl-]. The catalyst is O.O1CCOCC1.C(OCC)(=O)C. The product is [C:23]([NH:22][CH:5]([CH2:11][C:12]([C:14]1[CH:19]=[CH:18][C:17]([Cl:20])=[CH:16][C:15]=1[NH2:21])=[O:13])[C:4]([OH:26])=[O:3])(=[O:25])[CH3:24]. The yield is 0.850. (3) The product is [Cl:30][C:25]1[CH:26]=[C:27]([O:4][CH:3]([C:5]2[CH:10]=[CH:9][C:8]([C:11]3[CH:16]=[CH:15][CH:14]=[C:13]([F:17])[CH:12]=3)=[CH:7][CH:6]=2)[C:2]([F:1])([F:18])[F:19])[N:28]=[C:23]([NH2:22])[N:24]=1. The yield is 0.730. The reactants are [F:1][C:2]([F:19])([F:18])[CH:3]([C:5]1[CH:10]=[CH:9][C:8]([C:11]2[CH:16]=[CH:15][CH:14]=[C:13]([F:17])[CH:12]=2)=[CH:7][CH:6]=1)[OH:4].[H-].[Na+].[NH2:22][C:23]1[N:28]=[C:27](Cl)[CH:26]=[C:25]([Cl:30])[N:24]=1.C(O)(C(F)(F)F)=O. The catalyst is C1COCC1. (4) The reactants are [CH2:1]([C:3]1[N:4]([C:28]2[CH:33]=[CH:32][C:31]([OH:34])=[CH:30][CH:29]=2)[C:5](=[O:27])[C:6]([CH2:12][C:13]2[CH:18]=[CH:17][C:16]([C:19]3[C:20]([C:25]#[N:26])=[CH:21][CH:22]=[CH:23][CH:24]=3)=[CH:15][CH:14]=2)=[C:7]([CH2:9][CH2:10][CH3:11])[N:8]=1)[CH3:2].[Si:35]([O:42][C:43]([C@@H:46]1[CH2:51][CH2:50][C@H:49](O)[CH2:48][CH2:47]1)([CH3:45])[CH3:44])([C:38]([CH3:41])([CH3:40])[CH3:39])([CH3:37])[CH3:36].C1(P(C2C=CC=CC=2)C2C=CC=CC=2)C=CC=CC=1.N(C(OC(C)C)=O)=NC(OC(C)C)=O. The catalyst is O1CCCC1.O.C(OCC)(=O)C. The product is [Si:35]([O:42][C:43]([C@H:46]1[CH2:47][CH2:48][C@H:49]([O:34][C:31]2[CH:32]=[CH:33][C:28]([N:4]3[C:5](=[O:27])[C:6]([CH2:12][C:13]4[CH:18]=[CH:17][C:16]([C:19]5[C:20]([C:25]#[N:26])=[CH:21][CH:22]=[CH:23][CH:24]=5)=[CH:15][CH:14]=4)=[C:7]([CH2:9][CH2:10][CH3:11])[N:8]=[C:3]3[CH2:1][CH3:2])=[CH:29][CH:30]=2)[CH2:50][CH2:51]1)([CH3:45])[CH3:44])([C:38]([CH3:39])([CH3:40])[CH3:41])([CH3:37])[CH3:36]. The yield is 0.540. (5) The reactants are [C:1]([O:5][C:6]([C@@:8]12[CH2:14][C@:13]1([C:15]1[CH:20]=[CH:19][CH:18]=[CH:17][CH:16]=1)[CH2:12][O:11]C(=O)[N:9]2[C:22]([O:24][C:25]([CH3:28])([CH3:27])[CH3:26])=[O:23])=[O:7])([CH3:4])([CH3:3])[CH3:2].C(=O)([O-])[O-].[Cs+].[Cs+]. The catalyst is CO. The product is [C:1]([O:5][C:6]([C@@:8]1([NH:9][C:22]([O:24][C:25]([CH3:28])([CH3:27])[CH3:26])=[O:23])[CH2:14][C@@:13]1([CH2:12][OH:11])[C:15]1[CH:20]=[CH:19][CH:18]=[CH:17][CH:16]=1)=[O:7])([CH3:3])([CH3:4])[CH3:2]. The yield is 0.740. (6) The reactants are [C:1]([C:5]1[CH:26]=[C:25]([F:27])[CH:24]=[CH:23][C:6]=1[O:7][CH:8]1[CH2:11][N:10]([C:12]([C:14]2[CH:19]=[CH:18][C:17]([C:20](=[O:22])[CH3:21])=[CH:16][CH:15]=2)=[O:13])[CH2:9]1)([CH3:4])([CH3:3])[CH3:2].[CH3:28][Mg]I. The catalyst is C(OCC)C. The product is [C:1]([C:5]1[CH:26]=[C:25]([F:27])[CH:24]=[CH:23][C:6]=1[O:7][CH:8]1[CH2:11][N:10]([C:12]([C:14]2[CH:19]=[CH:18][C:17]([C:20]([OH:22])([CH3:28])[CH3:21])=[CH:16][CH:15]=2)=[O:13])[CH2:9]1)([CH3:2])([CH3:3])[CH3:4]. The yield is 0.570.